Dataset: TCR-epitope binding with 47,182 pairs between 192 epitopes and 23,139 TCRs. Task: Binary Classification. Given a T-cell receptor sequence (or CDR3 region) and an epitope sequence, predict whether binding occurs between them. The epitope is TTLPVNVAF. The TCR CDR3 sequence is CASSGTVEETQYF. Result: 0 (the TCR does not bind to the epitope).